This data is from Full USPTO retrosynthesis dataset with 1.9M reactions from patents (1976-2016). The task is: Predict the reactants needed to synthesize the given product. (1) Given the product [CH3:1][N:2]1[CH:7]2[CH2:8][CH2:9][CH:3]1[C:4]([C:10]#[N:22])=[CH:5][CH2:6]2, predict the reactants needed to synthesize it. The reactants are: [CH3:1][N:2]1[CH:7]2[CH2:8][CH2:9][CH:3]1[C:4]([C:10](OC)=O)=[CH:5][CH2:6]2.C1(C#[N:22])C=CC=CC=C1.CN.[OH-].[Na+]. (2) Given the product [CH3:38][O:37][C:34]1[CH:33]=[CH:32][C:31]([CH2:30][N:8]([CH2:7][C:6]2[CH:5]=[CH:4][C:3]([O:2][CH3:1])=[CH:40][CH:39]=2)[C:9]2[N:10]=[CH:11][C:12]([C:15]3[C:16]4[CH2:29][CH2:28][N:27]([C:49]5[CH:48]=[CH:47][C:44]([C:45]#[N:46])=[CH:43][C:42]=5[CH3:41])[C:17]=4[N:18]=[C:19]([N:21]4[CH2:26][CH2:25][O:24][CH2:23][CH2:22]4)[N:20]=3)=[CH:13][N:14]=2)=[CH:36][CH:35]=1, predict the reactants needed to synthesize it. The reactants are: [CH3:1][O:2][C:3]1[CH:40]=[CH:39][C:6]([CH2:7][N:8]([CH2:30][C:31]2[CH:36]=[CH:35][C:34]([O:37][CH3:38])=[CH:33][CH:32]=2)[C:9]2[N:14]=[CH:13][C:12]([C:15]3[C:16]4[CH2:29][CH2:28][NH:27][C:17]=4[N:18]=[C:19]([N:21]4[CH2:26][CH2:25][O:24][CH2:23][CH2:22]4)[N:20]=3)=[CH:11][N:10]=2)=[CH:5][CH:4]=1.[CH3:41][C:42]1[CH:43]=[C:44]([CH:47]=[CH:48][C:49]=1Br)[C:45]#[N:46]. (3) The reactants are: Cl.[Cl:2][C:3]1[CH:4]=[CH:5][C:6]([O:20][CH2:21][CH:22]([CH3:24])[CH3:23])=[C:7]([CH2:9][C:10]2[N:15]=[C:14]([C:16](=[NH:19])OC)[CH:13]=[CH:12][CH:11]=2)[CH:8]=1.CO[CH:27](OC)[CH2:28][NH2:29]. Given the product [Cl:2][C:3]1[CH:4]=[CH:5][C:6]([O:20][CH2:21][CH:22]([CH3:24])[CH3:23])=[C:7]([CH2:9][C:10]2[CH:11]=[CH:12][CH:13]=[C:14]([C:16]3[NH:29][CH:28]=[CH:27][N:19]=3)[N:15]=2)[CH:8]=1, predict the reactants needed to synthesize it. (4) Given the product [NH2:8][C:9]1[N:10]=[C:11]([Cl:26])[C:12]([C:16](=[O:25])[CH2:17][CH:18]2[CH2:22][O:21][C:20]([CH3:24])([CH3:23])[O:19]2)=[C:13]([Cl:15])[N:14]=1, predict the reactants needed to synthesize it. The reactants are: C(OC(=O)C)(=O)C.[NH2:8][C:9]1[N:14]=[C:13]([Cl:15])[C:12]([CH:16]([OH:25])[CH2:17][CH:18]2[CH2:22][O:21][C:20]([CH3:24])([CH3:23])[O:19]2)=[C:11]([Cl:26])[N:10]=1.